The task is: Predict the reaction yield, written as a fraction of the theoretical maximum amount of product (1.0 means a 100% yield; for example, 0.34 means a 34% yield).. This data is from Reaction yield outcomes from USPTO patents with 853,638 reactions. (1) The reactants are II.[CH2:3]([O:10][CH2:11][CH2:12][CH2:13][CH2:14][CH2:15]OS(C1C=CC(C)=CC=1)(=O)=O)[C:4]1[CH:9]=[CH:8][CH:7]=[CH:6][CH:5]=1.[CH2:27]1[CH2:31]O[CH2:29][CH2:28]1. No catalyst specified. The product is [CH2:11]([O:10][CH2:3][C:4]1[CH:5]=[CH:6][CH:7]=[CH:8][CH:9]=1)[CH2:12][CH2:13][CH2:14][CH2:15][CH2:29][CH2:28][CH2:27][CH2:31][CH2:9][CH2:8][CH2:7][CH2:6][CH2:5][CH:4]=[CH2:3]. The yield is 0.950. (2) The reactants are S(Cl)(Cl)=O.[CH:5]1([C:12]2[CH:20]=[CH:19][C:15]([C:16](O)=[S:17])=[CH:14][CH:13]=2)[CH2:11][CH2:10][CH2:9][CH2:8][CH2:7][CH2:6]1.C([N:23](CC)CC)C.N. The catalyst is ClCCl.O. The product is [CH:5]1([C:12]2[CH:20]=[CH:19][C:15]([C:16]([NH2:23])=[S:17])=[CH:14][CH:13]=2)[CH2:11][CH2:10][CH2:9][CH2:8][CH2:7][CH2:6]1. The yield is 0.990. (3) The catalyst is C1(C)C=CC=CC=1.O. The yield is 0.720. The product is [CH2:25]([O:32][C:33](=[O:50])[C:34]([CH3:35])([O:36][C:37]1[CH:42]=[CH:41][CH:40]=[C:39]([CH:43]2[CH2:48][CH2:47][CH2:46][N:45]([C:13](=[O:14])[NH:8][CH2:7][C:6]3[CH:9]=[CH:10][C:3]([C:2]([F:11])([F:12])[F:1])=[CH:4][CH:5]=3)[CH2:44]2)[CH:38]=1)[CH3:49])[C:26]1[CH:31]=[CH:30][CH:29]=[CH:28][CH:27]=1. The reactants are [F:1][C:2]([F:12])([F:11])[C:3]1[CH:10]=[CH:9][C:6]([CH2:7][NH2:8])=[CH:5][CH:4]=1.[C:13](N1C=CN=C1)(N1C=CN=C1)=[O:14].[CH2:25]([O:32][C:33](=[O:50])[C:34]([CH3:49])([O:36][C:37]1[CH:42]=[CH:41][CH:40]=[C:39]([CH:43]2[CH2:48][CH2:47][CH2:46][NH:45][CH2:44]2)[CH:38]=1)[CH3:35])[C:26]1[CH:31]=[CH:30][CH:29]=[CH:28][CH:27]=1.Cl. (4) The reactants are [N].N1C2[C:5](=CC=CC=2)[CH:4]=[CH:3]1.[Br:11][C:12]1[CH:13]=[C:14]([C:21]([O:23][CH3:24])=[O:22])[C:15]2[CH:16]=[CH:17][NH:18][C:19]=2[CH:20]=1.[Cl-].C(C[P+](C)(C)C)#N.CC(O)C.[H-].[Na+]. The catalyst is C1COCC1. The product is [Br:11][C:12]1[CH:13]=[C:14]([C:21]([O:23][CH3:24])=[O:22])[C:15]2[CH:16]=[CH:17][N:18]([CH:4]([CH3:5])[CH3:3])[C:19]=2[CH:20]=1. The yield is 0.800. (5) The reactants are [NH2:1][C:2]1[N:7]=[CH:6][C:5](I)=[CH:4][N:3]=1.C[Si]([C:13]#[CH:14])(C)C. No catalyst specified. The product is [C:13]([C:5]1[CH:4]=[N:3][C:2]([NH2:1])=[N:7][CH:6]=1)#[CH:14]. The yield is 0.730.